This data is from Forward reaction prediction with 1.9M reactions from USPTO patents (1976-2016). The task is: Predict the product of the given reaction. (1) Given the reactants [Cl:1][C:2]1[CH:7]=[C:6]([C:8]2[N:13](C)[C:12](=O)[C:11]([C:16]3[CH:21]=[CH:20][CH:19]=[C:18]([CH3:22])[CH:17]=3)=[C:10]([C:23]3[CH:28]=[CH:27][N:26]=[C:25]([Cl:29])[CH:24]=3)[N:9]=2)[CH:5]=[CH:4][N:3]=1.CC(NC1N=C([Cl:46])C(C2C=CC(F)=CC=2)=C(C2C=CN=CC=2)N=1)(C1C=CC=CC=1)C, predict the reaction product. The product is: [Cl:1][C:2]1[CH:7]=[C:6]([C:8]2[N:13]=[C:12]([Cl:46])[C:11]([C:16]3[CH:21]=[CH:20][CH:19]=[C:18]([CH3:22])[CH:17]=3)=[C:10]([C:23]3[CH:28]=[CH:27][N:26]=[C:25]([Cl:29])[CH:24]=3)[N:9]=2)[CH:5]=[CH:4][N:3]=1. (2) Given the reactants [CH3:1][O:2][C:3]1[CH:4]=[N:5][C:6]2[C:11]([CH:12]=1)=[C:10](B1OC(C)(C)C(C)(C)O1)[CH:9]=[CH:8][CH:7]=2.[OH-:22].[Na+].OO, predict the reaction product. The product is: [CH3:1][O:2][C:3]1[CH:4]=[N:5][C:6]2[CH:7]=[CH:8][CH:9]=[C:10]([OH:22])[C:11]=2[CH:12]=1. (3) Given the reactants [Li]CCCC.Br[C:7]1[CH:8]=[CH:9][C:10]([CH2:13][NH:14][C:15](=[O:21])[O:16][C:17]([CH3:20])([CH3:19])[CH3:18])=[N:11][CH:12]=1.C(O[B:26](OC(C)C)OC(C)C)(C)C.[OH:35][CH2:36][C:37]([CH3:41])([CH2:39][OH:40])[CH3:38], predict the reaction product. The product is: [CH3:38][C:37]1([CH3:41])[CH2:39][O:40][B:26]([C:7]2[CH:8]=[CH:9][C:10]([CH2:13][NH:14][C:15](=[O:21])[O:16][C:17]([CH3:20])([CH3:19])[CH3:18])=[N:11][CH:12]=2)[O:35][CH2:36]1. (4) The product is: [Cl:1][C:2]1[CH:7]=[CH:6][C:5]([N:8]([CH2:34][CH3:35])[CH2:9][CH2:10][N:11]([CH2:37][CH3:38])[CH2:12][CH2:13][CH:14]=[C:15]2[C:21]3[CH:22]=[CH:23][CH:24]=[N:25][C:20]=3[CH2:19][O:18][C:17]3[CH:26]=[CH:27][C:28]([C:30]([OH:33])([CH3:31])[CH3:32])=[CH:29][C:16]2=3)=[CH:4][CH:3]=1. Given the reactants [Cl:1][C:2]1[CH:7]=[CH:6][C:5]([NH:8][CH2:9][CH2:10][NH:11][CH2:12][CH2:13][CH:14]=[C:15]2[C:21]3=[CH:22][CH:23]=[CH:24][NH:25][C:20]3=[CH:19][O:18][C:17]3[CH:26]=[CH:27][C:28]([C:30]([OH:33])([CH3:32])[CH3:31])=[CH:29][C:16]2=3)=[CH:4][CH:3]=1.[CH:34](=O)[CH3:35].[C:37](O[BH-](OC(=O)C)OC(=O)C)(=O)[CH3:38].[Na+].C(O)(=O)C, predict the reaction product. (5) Given the reactants CC[CH:3]([NH:6][C:7]1[CH:12]=[N:11][CH:10]=[C:9](Cl)[N:8]=1)[CH2:4]C.[CH3:14][O-:15].[Na+].CN1[CH2:22][CH2:21][CH2:20]C1=O, predict the reaction product. The product is: [CH2:3]([NH:6][C:7]1[C:12]([CH2:20][CH2:21][CH3:22])=[N:11][CH:10]=[C:9]([O:15][CH3:14])[N:8]=1)[CH3:4]. (6) Given the reactants FC(F)(F)C(O)=O.[I:8][C:9]1[CH:10]=[C:11]2[C:15](=[CH:16][CH:17]=1)[CH2:14][NH:13][CH2:12]2.[O:18](C(OC(C)(C)C)=O)[C:19]([O:21][C:22]([CH3:25])([CH3:24])[CH3:23])=O, predict the reaction product. The product is: [I:8][C:9]1[CH:10]=[C:11]2[C:15](=[CH:16][CH:17]=1)[CH2:14][N:13]([C:19]([O:21][C:22]([CH3:25])([CH3:24])[CH3:23])=[O:18])[CH2:12]2.